This data is from Reaction yield outcomes from USPTO patents with 853,638 reactions. The task is: Predict the reaction yield, written as a fraction of the theoretical maximum amount of product (1.0 means a 100% yield; for example, 0.34 means a 34% yield). The reactants are [NH2:1][C:2]1[N:10]=[CH:9][N:8]=[C:7]2[C:3]=1[N:4]=[CH:5][N:6]2[C@H:11]1[C@@H:15]2[O:16][C:17]([CH3:20])([CH3:19])[O:18][C@@H:14]2[C@:13]([CH2:24][OH:25])([N:21]=[N+:22]=[N-:23])[O:12]1.C[Si](Cl)(C)C.[C:31](Cl)([C:33]1[CH:38]=[CH:37][CH:36]=[CH:35][CH:34]=1)=[O:32].CO. The catalyst is N1C=CC=CC=1. The product is [N:21]([C@@:13]1([CH2:24][OH:25])[C@H:14]2[O:18][C:17]([CH3:20])([CH3:19])[O:16][C@H:15]2[C@H:11]([N:6]2[CH:5]=[N:4][C:3]3[C:7]2=[N:8][CH:9]=[N:10][C:2]=3[NH:1][C:31](=[O:32])[C:33]2[CH:38]=[CH:37][CH:36]=[CH:35][CH:34]=2)[O:12]1)=[N+:22]=[N-:23]. The yield is 0.740.